Dataset: Buchwald-Hartwig C-N cross coupling reaction yields with 55,370 reactions. Task: Predict the reaction yield, written as a fraction of the theoretical maximum amount of product (1.0 means a 100% yield; for example, 0.34 means a 34% yield). (1) The reactants are CCc1ccc(I)cc1.Cc1ccc(N)cc1.O=S(=O)(O[Pd]1c2ccccc2-c2ccccc2N~1)C(F)(F)F.CC(C)c1cc(C(C)C)c(-c2ccccc2P(C(C)(C)C)C(C)(C)C)c(C(C)C)c1.CCN=P(N=P(N(C)C)(N(C)C)N(C)C)(N(C)C)N(C)C.Cc1cc(-n2cccc2)no1. The product is CCc1ccc(Nc2ccc(C)cc2)cc1. No catalyst specified. The yield is 0.635. (2) The reactants are FC(F)(F)c1ccc(I)cc1.Cc1ccc(N)cc1.O=S(=O)(O[Pd]1c2ccccc2-c2ccccc2N~1)C(F)(F)F.CC(C)c1cc(C(C)C)c(-c2ccccc2P(C(C)(C)C)C(C)(C)C)c(C(C)C)c1.CN(C)C(=NC(C)(C)C)N(C)C.Fc1cccc(F)c1-c1ccno1. No catalyst specified. The product is Cc1ccc(Nc2ccc(C(F)(F)F)cc2)cc1. The yield is 0.354. (3) The reactants are FC(F)(F)c1ccc(Cl)cc1.Cc1ccc(N)cc1.O=S(=O)(O[Pd]1c2ccccc2-c2ccccc2N~1)C(F)(F)F.CC(C)c1cc(C(C)C)c(-c2ccccc2P(C2CCCCC2)C2CCCCC2)c(C(C)C)c1.CN1CCCN2CCCN=C12.c1ccc(CN(Cc2ccccc2)c2ccno2)cc1. No catalyst specified. The product is Cc1ccc(Nc2ccc(C(F)(F)F)cc2)cc1. The yield is 0.0125. (4) The reactants are CCc1ccc(Br)cc1.Cc1ccc(N)cc1.O=S(=O)(O[Pd]1c2ccccc2-c2ccccc2N~1)C(F)(F)F.CC(C)c1cc(C(C)C)c(-c2ccccc2P(C2CCCCC2)C2CCCCC2)c(C(C)C)c1.CN(C)C(=NC(C)(C)C)N(C)C.Cc1cc(C)on1. No catalyst specified. The product is CCc1ccc(Nc2ccc(C)cc2)cc1. The yield is 0.334. (5) The reactants are Clc1ccccn1.Cc1ccc(N)cc1.O=S(=O)(O[Pd]1c2ccccc2-c2ccccc2N~1)C(F)(F)F.CC(C)c1cc(C(C)C)c(-c2ccccc2P(C(C)(C)C)C(C)(C)C)c(C(C)C)c1.CN1CCCN2CCCN=C12.CCOC(=O)c1cnoc1. No catalyst specified. The product is Cc1ccc(Nc2ccccn2)cc1. The yield is 0.402. (6) The yield is 0.259. The reactants are COc1ccc(Br)cc1.Cc1ccc(N)cc1.O=S(=O)(O[Pd]1c2ccccc2-c2ccccc2N~1)C(F)(F)F.CC(C)c1cc(C(C)C)c(-c2ccccc2P(C(C)(C)C)C(C)(C)C)c(C(C)C)c1.CN(C)C(=NC(C)(C)C)N(C)C.COC(=O)c1ccno1. The product is COc1ccc(Nc2ccc(C)cc2)cc1. No catalyst specified.